This data is from Full USPTO retrosynthesis dataset with 1.9M reactions from patents (1976-2016). The task is: Predict the reactants needed to synthesize the given product. (1) Given the product [ClH:1].[NH2:6][CH:10]1[CH2:15][CH2:14][CH:13]([C:16]([NH2:18])=[O:17])[CH2:12][CH2:11]1, predict the reactants needed to synthesize it. The reactants are: [ClH:1].CC([N:6]([CH:10]1[CH2:15][CH2:14][CH:13]([C:16]([NH2:18])=[O:17])[CH2:12][CH2:11]1)C(=O)[O-])(C)C. (2) Given the product [CH3:39][N:38]([CH3:40])[C:35]1[CH:36]=[CH:37][C:32]([CH2:31][N:21]([C:22]2[CH:23]=[CH:24][C:25]([CH:28]([CH3:29])[CH3:30])=[CH:26][CH:27]=2)[C:19]([CH:15]2[C:16]3[C:11](=[CH:10][C:9]([OH:8])=[CH:18][CH:17]=3)[CH2:12][CH2:13][CH2:14]2)=[O:20])=[CH:33][CH:34]=1, predict the reactants needed to synthesize it. The reactants are: C([O:8][C:9]1[CH:10]=[C:11]2[C:16](=[CH:17][CH:18]=1)[CH:15]([C:19]([N:21]([CH2:31][C:32]1[CH:37]=[CH:36][C:35]([N:38]([CH3:40])[CH3:39])=[CH:34][CH:33]=1)[C:22]1[CH:27]=[CH:26][C:25]([CH:28]([CH3:30])[CH3:29])=[CH:24][CH:23]=1)=[O:20])[CH2:14][CH2:13][CH2:12]2)C1C=CC=CC=1.C([O-])=O.[NH4+]. (3) Given the product [N:12](=[CH:1]/[CH:3]1[C:8](=[O:9])[NH:7][C:6](=[O:10])[NH:5][C:4]1=[O:11])\[NH2:13], predict the reactants needed to synthesize it. The reactants are: [CH:1]([CH:3]1[C:8](=[O:9])[NH:7][C:6](=[O:10])[NH:5][C:4]1=[O:11])=O.[NH2:12][NH2:13]. (4) The reactants are: [CH2:1]([N:3]([CH2:13][CH3:14])[C:4](=[O:12])[C:5]1[CH:10]=[CH:9][CH:8]=[CH:7][C:6]=1[Cl:11])[CH3:2].[CH:15]([Si:18](Cl)([CH:22]([CH3:24])[CH3:23])[CH:19]([CH3:21])[CH3:20])([CH3:17])[CH3:16]. Given the product [CH2:13]([N:3]([CH2:1][CH3:2])[C:4](=[O:12])[C:5]1[C:10]([Si:18]([CH:22]([CH3:24])[CH3:23])([CH:19]([CH3:21])[CH3:20])[CH:15]([CH3:17])[CH3:16])=[CH:9][CH:8]=[CH:7][C:6]=1[Cl:11])[CH3:14], predict the reactants needed to synthesize it. (5) Given the product [C:23]([O:5][CH2:4][CH:3]([CH2:2][CH3:15])[CH2:12][CH2:13][CH2:14][CH3:16])(=[O:24])[CH:22]=[CH2:21].[C:23]([O:6][CH:4]=[CH2:5])(=[O:24])[CH3:22].[C:23]([OH:5])(=[O:24])[CH:22]=[CH2:31], predict the reactants needed to synthesize it. The reactants are: C[C:2]1[CH:15]=[C:14]([CH3:16])[CH:13]=[C:12](C)[C:3]=1[C:4]([C:6]1C=CC=CC=1)=[O:5].CC1C=[CH:31][C:22]([C:23](C2C=CC=CC=2)=[O:24])=[CH:21]C=1. (6) Given the product [CH3:20][N:18]1[CH:19]=[C:15]([N:14]2[C:5]3[C:4]4[CH:3]=[C:2]([C:32]5[CH:31]=[N:30][C:29]([N:24]6[CH2:25][CH2:26][CH2:27][CH2:28]6)=[CH:34][CH:33]=5)[CH:11]=[CH:10][C:9]=4[N:8]=[CH:7][C:6]=3[N:12]([CH3:23])[C:13]2=[O:22])[C:16]([CH3:21])=[N:17]1, predict the reactants needed to synthesize it. The reactants are: Br[C:2]1[CH:11]=[CH:10][C:9]2[N:8]=[CH:7][C:6]3[N:12]([CH3:23])[C:13](=[O:22])[N:14]([C:15]4[C:16]([CH3:21])=[N:17][N:18]([CH3:20])[CH:19]=4)[C:5]=3[C:4]=2[CH:3]=1.[N:24]1([C:29]2[CH:34]=[CH:33][C:32](B3OC(C)(C)C(C)(C)O3)=[CH:31][N:30]=2)[CH2:28][CH2:27][CH2:26][CH2:25]1. (7) Given the product [C:29]([O:28][CH:26]([C:24]1[O:23][N:22]=[C:21]([C:19](=[O:20])[NH:18][C@@H:16]([CH3:17])[CH2:15][N:12]2[CH:13]=[CH:14][C:10]([C:4]3[CH:5]=[CH:6][C:7]([C:8]#[N:9])=[C:2]([Cl:1])[CH:3]=3)=[N:11]2)[CH:25]=1)[CH3:27])(=[O:31])[CH3:30], predict the reactants needed to synthesize it. The reactants are: [Cl:1][C:2]1[CH:3]=[C:4]([C:10]2[CH:14]=[CH:13][N:12]([CH2:15][C@@H:16]([NH:18][C:19]([C:21]3[CH:25]=[C:24]([CH:26]([OH:28])[CH3:27])[O:23][N:22]=3)=[O:20])[CH3:17])[N:11]=2)[CH:5]=[CH:6][C:7]=1[C:8]#[N:9].[C:29](OC(=O)C)(=[O:31])[CH3:30]. (8) Given the product [OH:4][C:5]1[CH:10]=[C:9]([OH:11])[CH:8]=[CH:7][C:6]=1[CH:15]1[CH2:20][CH2:19][CH2:18][C:17](=[O:21])[CH2:16]1, predict the reactants needed to synthesize it. The reactants are: COC[O:4][C:5]1[CH:10]=[C:9]([O:11]COC)[CH:8]=[CH:7][C:6]=1[CH:15]1[CH2:20][CH2:19][CH2:18][C:17](=[O:21])[CH2:16]1. (9) Given the product [Br:2][C:3]1[CH:8]=[C:7]([F:9])[CH:6]=[CH:5][C:4]=1[C@@H:10]1[N:15]=[C:14]([C:16]2[S:17][CH:18]=[CH:19][N:20]=2)[NH:13][C:12]([CH2:21][N:22]2[CH2:27][CH2:26][O:25][CH2:24][C@H:23]2[C:28]([OH:30])=[O:29])=[C:11]1[C:31]([O:33][CH2:34][CH3:35])=[O:32], predict the reactants needed to synthesize it. The reactants are: [Li].[Br:2][C:3]1[CH:8]=[C:7]([F:9])[CH:6]=[CH:5][C:4]=1[C@@H:10]1[N:15]=[C:14]([C:16]2[S:17][CH:18]=[CH:19][N:20]=2)[NH:13][C:12]([CH2:21][N:22]2[CH2:27][CH2:26][O:25][CH2:24][C@H:23]2[C:28]([OH:30])=[O:29])=[C:11]1[C:31]([O:33][C@H:34](C)[C:35](OCC)=O)=[O:32]. (10) Given the product [CH3:31][C:21]1[CH:26]=[CH:25][C:24]([S:27]([CH2:2][CH2:3][CH2:4][CH:5]2[CH2:10][CH2:9][CH2:8][CH2:7][N:6]2[CH:11]([C:14]2[CH:19]=[CH:18][C:17]([Br:20])=[CH:16][CH:15]=2)[C:12]#[N:13])(=[O:29])=[O:28])=[CH:23][CH:22]=1, predict the reactants needed to synthesize it. The reactants are: O[CH2:2][CH2:3][CH2:4][CH:5]1[CH2:10][CH2:9][CH2:8][CH2:7][N:6]1[CH:11]([C:14]1[CH:19]=[CH:18][C:17]([Br:20])=[CH:16][CH:15]=1)[C:12]#[N:13].[C:21]1([CH3:31])[CH:26]=[CH:25][C:24]([S:27](Cl)(=[O:29])=[O:28])=[CH:23][CH:22]=1.C(OCC)C.O.